This data is from Catalyst prediction with 721,799 reactions and 888 catalyst types from USPTO. The task is: Predict which catalyst facilitates the given reaction. (1) The catalyst class is: 3. Reactant: [NH2:1][CH2:2][C:3]1[CH:8]=[CH:7][C:6]([C:9]2[CH:10]=[CH:11][C:12](=[O:16])[N:13]([CH3:15])[CH:14]=2)=[C:5]([F:17])[CH:4]=1.[N:18]1[CH:23]=[CH:22][N:21]=[CH:20][C:19]=1[C:24]1[CH:32]=[CH:31][C:27]([C:28](O)=[O:29])=[CH:26][CH:25]=1.CN(C(ON1N=NC2C=CC=NC1=2)=[N+](C)C)C.F[P-](F)(F)(F)(F)F.C(N(CC)C(C)C)(C)C. Product: [F:17][C:5]1[CH:4]=[C:3]([CH:8]=[CH:7][C:6]=1[C:9]1[CH:10]=[CH:11][C:12](=[O:16])[N:13]([CH3:15])[CH:14]=1)[CH2:2][NH:1][C:28](=[O:29])[C:27]1[CH:26]=[CH:25][C:24]([C:19]2[CH:20]=[N:21][CH:22]=[CH:23][N:18]=2)=[CH:32][CH:31]=1. (2) Reactant: [Br-:1].[Li+].C1(C)C=CC(S(O[CH:13]([CH2:24][CH2:25][CH2:26][CH2:27][CH2:28][CH2:29][CH2:30][CH2:31][CH2:32][CH3:33])[CH2:14][CH2:15][CH2:16][CH2:17][CH2:18][CH2:19][CH2:20][CH2:21][CH2:22][CH3:23])(=O)=O)=CC=1. Product: [Br:1][CH:13]([CH2:24][CH2:25][CH2:26][CH2:27][CH2:28][CH2:29][CH2:30][CH2:31][CH2:32][CH3:33])[CH2:14][CH2:15][CH2:16][CH2:17][CH2:18][CH2:19][CH2:20][CH2:21][CH2:22][CH3:23]. The catalyst class is: 21. (3) Reactant: I[C:2]1[CH:10]=[CH:9][C:5]([C:6]([NH2:8])=[O:7])=[CH:4][C:3]=1[N+]([O-])=O. Product: [C:6]([NH2:8])(=[O:7])[C:5]1[CH:9]=[CH:10][CH:2]=[CH:3][CH:4]=1. The catalyst class is: 10. (4) Reactant: Cl[C:2]1[N:7]=[C:6]([NH:8][CH2:9][C:10]#[CH:11])[N:5]=[C:4]([N:12]([CH3:15])[O:13][CH3:14])[N:3]=1.[NH4+:16].[OH-]. Product: [NH2:16][C:2]1[N:7]=[C:6]([NH:8][CH2:9][C:10]#[CH:11])[N:5]=[C:4]([N:12]([CH3:15])[O:13][CH3:14])[N:3]=1. The catalyst class is: 12. (5) Reactant: I[C:2]1[CH:7]=[CH:6][CH:5]=[CH:4][C:3]=1[NH:8][C:9](=[O:19])[O:10][CH2:11][CH2:12][CH:13]1[CH2:17][CH2:16][CH2:15][N:14]1[CH3:18].[C:20]([C:22]1[CH:27]=[CH:26][C:25](B(O)O)=[CH:24][CH:23]=1)#[N:21].C(=O)([O-])[O-].[K+].[K+]. Product: [C:20]([C:22]1[CH:27]=[CH:26][C:25]([C:2]2[CH:7]=[CH:6][CH:5]=[CH:4][C:3]=2[NH:8][C:9](=[O:19])[O:10][CH2:11][CH2:12][CH:13]2[CH2:17][CH2:16][CH2:15][N:14]2[CH3:18])=[CH:24][CH:23]=1)#[N:21]. The catalyst class is: 234. (6) Reactant: [CH3:1][CH:2]([S:4]([Cl:7])(=[O:6])=[O:5])[CH3:3].[NH2:8][CH2:9][C@@H:10]([C@@H:12]([NH:34]C(=O)OC(C)(C)C)[CH2:13][C@H:14]([CH2:18][NH:19][C:20](=[O:33])[C:21]1[CH:26]=[CH:25][CH:24]=[CH:23][C:22]=1[O:27][CH2:28][CH2:29][CH2:30][O:31][CH3:32])[CH:15]([CH3:17])[CH3:16])[OH:11].C(N(CC)CC)C. Product: [ClH:7].[NH2:34][C@H:12]([C@@H:10]([OH:11])[CH2:9][NH:8][S:4]([CH:2]([CH3:3])[CH3:1])(=[O:6])=[O:5])[CH2:13][C@@H:14]([CH:15]([CH3:17])[CH3:16])[CH2:18][NH:19][C:20](=[O:33])[C:21]1[CH:26]=[CH:25][CH:24]=[CH:23][C:22]=1[O:27][CH2:28][CH2:29][CH2:30][O:31][CH3:32]. The catalyst class is: 4. (7) Reactant: [Cl:1][C:2]1[CH:3]=[C:4]([C:10]2[C:11]([CH3:27])=[N:12][N:13]([CH2:16][C:17]3[CH:22]=[CH:21][C:20]([S:23](Cl)(=[O:25])=[O:24])=[CH:19][CH:18]=3)[C:14]=2[CH3:15])[CH:5]=[CH:6][C:7]=1[C:8]#[N:9].[CH:28]1([NH2:31])[CH2:30][CH2:29]1.[Cl-].[NH4+]. Product: [Cl:1][C:2]1[CH:3]=[C:4]([C:10]2[C:11]([CH3:27])=[N:12][N:13]([CH2:16][C:17]3[CH:22]=[CH:21][C:20]([S:23]([NH:31][CH:28]4[CH2:30][CH2:29]4)(=[O:25])=[O:24])=[CH:19][CH:18]=3)[C:14]=2[CH3:15])[CH:5]=[CH:6][C:7]=1[C:8]#[N:9]. The catalyst class is: 1. (8) Reactant: [CH3:1][CH:2]1[CH2:10][C:9]2[C:4](=[CH:5][CH:6]=[CH:7][CH:8]=2)[NH:3]1.CN(C1C=CC=CN=1)C.[C:20](OC(=O)C)(=[O:22])[CH3:21]. Product: [C:20]([N:3]1[C:4]2[C:9](=[CH:8][CH:7]=[CH:6][CH:5]=2)[CH2:10][CH:2]1[CH3:1])(=[O:22])[CH3:21]. The catalyst class is: 300. (9) Reactant: [CH2:1]([Sn:5]([CH2:23][CH2:24][CH2:25][CH3:26])([CH2:19][CH2:20][CH2:21][CH3:22])[C:6]1[CH:7]=[C:8]([C:12]2[O:16][C:15]([CH:17]=O)=[CH:14][CH:13]=2)[CH:9]=[CH:10][CH:11]=1)[CH2:2][CH2:3][CH3:4].[NH:27]1[CH:31]=[C:30]([CH2:32][CH2:33][N:34]2[C:38](=[O:39])[CH2:37][NH:36][C:35]2=[S:40])[N:29]=[CH:28]1.N1CCCCC1. Product: [NH:27]1[CH:31]=[C:30]([CH2:32][CH2:33][N:34]2[C:38](=[O:39])/[C:37](=[CH:17]/[C:15]3[O:16][C:12]([C:8]4[CH:9]=[CH:10][CH:11]=[C:6]([Sn:5]([CH2:1][CH2:2][CH2:3][CH3:4])([CH2:23][CH2:24][CH2:25][CH3:26])[CH2:19][CH2:20][CH2:21][CH3:22])[CH:7]=4)=[CH:13][CH:14]=3)/[NH:36][C:35]2=[S:40])[N:29]=[CH:28]1. The catalyst class is: 4. (10) Reactant: [OH-].[K+].[CH2:3]([S:5]([C:8]1[CH:9]=[C:10]2[C:15](=[CH:16][C:17]=1[O:18][CH3:19])[N:14]=[C:13]([C:20]1[CH:25]=[CH:24][CH:23]=[C:22]([C:26]([F:29])([F:28])[F:27])[CH:21]=1)[C:12]([CH2:30][N:31]1[CH2:36][CH2:35][CH:34]([N:37]3[CH2:42][CH2:41][O:40][CH2:39][CH2:38]3)[CH2:33][CH2:32]1)=[C:11]2[C:43]([O:45]C)=[O:44])(=[O:7])=[O:6])[CH3:4].[K]. Product: [CH2:3]([S:5]([C:8]1[CH:9]=[C:10]2[C:15](=[CH:16][C:17]=1[O:18][CH3:19])[N:14]=[C:13]([C:20]1[CH:25]=[CH:24][CH:23]=[C:22]([C:26]([F:29])([F:28])[F:27])[CH:21]=1)[C:12]([CH2:30][N:31]1[CH2:36][CH2:35][CH:34]([N:37]3[CH2:38][CH2:39][O:40][CH2:41][CH2:42]3)[CH2:33][CH2:32]1)=[C:11]2[C:43]([OH:45])=[O:44])(=[O:7])=[O:6])[CH3:4]. The catalyst class is: 24.